Dataset: Reaction yield outcomes from USPTO patents with 853,638 reactions. Task: Predict the reaction yield, written as a fraction of the theoretical maximum amount of product (1.0 means a 100% yield; for example, 0.34 means a 34% yield). (1) The reactants are [Cl:1][C:2]1[CH:7]=[CH:6][C:5]([CH:8]([CH:11]([OH:13])[CH3:12])[C:9]#[N:10])=[CH:4][CH:3]=1.[CH3:14][C:15](C)=[O:16]. The catalyst is CCCCCC. The product is [C:15]([O:13][CH:11]([CH3:12])[CH:8]([C:5]1[CH:4]=[CH:3][C:2]([Cl:1])=[CH:7][CH:6]=1)[C:9]#[N:10])(=[O:16])[CH3:14]. The yield is 0.850. (2) The reactants are [C:1]([C:3]1[CH:8]=[C:7]([F:9])[C:6]([O:10][CH3:11])=[CH:5][C:4]=1[CH2:12][C:13]([OH:15])=O)#[N:2].O=S(Cl)[Cl:18]. The catalyst is C(Cl)Cl. The product is [Cl:18][C:1]1[C:3]2[C:4](=[CH:5][C:6]([O:10][CH3:11])=[C:7]([F:9])[CH:8]=2)[CH:12]=[C:13]([OH:15])[N:2]=1. The yield is 0.500. (3) The reactants are [CH3:1][O:2][C:3]1[CH:4]=[C:5]([O:15][C:16]2[CH:21]=[CH:20][C:19]([S:22]([CH3:25])(=[O:24])=[O:23])=[CH:18][N:17]=2)[CH:6]=[C:7]2[C:11]=1[NH:10][C:9]([C:12](=[S:14])[NH2:13])=[CH:8]2.[C:26]([O:31][CH2:32][CH3:33])(=[O:30])[C:27]#[C:28][CH3:29].C(P(CCCC)CCCC)CCC.O1CCCC1. The catalyst is C1(C)C=CC=CC=1. The product is [CH3:1][O:2][C:3]1[CH:4]=[C:5]([O:15][C:16]2[CH:21]=[CH:20][C:19]([S:22]([CH3:25])(=[O:24])=[O:23])=[CH:18][N:17]=2)[CH:6]=[C:7]2[C:11]=1[NH:10][C:9]([C:12]1[S:14][CH:28]([CH2:27][C:26]([O:31][CH2:32][CH3:33])=[O:30])[CH2:29][N:13]=1)=[CH:8]2. The yield is 0.510. (4) The reactants are [N:1]1[CH:6]=[CH:5][CH:4]=[CH:3][C:2]=1[N:7]1[CH2:12][CH2:11][NH:10][CH2:9][CH2:8]1.[CH3:13][C:14]1([CH3:17])[CH2:16][S:15]1. No catalyst specified. The product is [CH3:13][C:14]([SH:15])([CH3:17])[CH2:16][N:10]1[CH2:9][CH2:8][N:7]([C:2]2[CH:3]=[CH:4][CH:5]=[CH:6][N:1]=2)[CH2:12][CH2:11]1. The yield is 0.730. (5) The reactants are [C:1]1([C:7]2[C:14]3[S:13][C:12]([NH2:15])=[N:11][C:10]=3[NH:9][N:8]=2)[CH:6]=[CH:5][CH:4]=[CH:3][CH:2]=1.N1C=CC=CC=1.Cl.[C:23](Cl)(=[O:30])[C:24]1[CH:29]=[CH:28][N:27]=[CH:26][CH:25]=1.[OH-].[Na+].Cl. The catalyst is CO. The product is [C:1]1([C:7]2[C:14]3[S:13][C:12]([NH:15][C:23](=[O:30])[C:24]4[CH:29]=[CH:28][N:27]=[CH:26][CH:25]=4)=[N:11][C:10]=3[NH:9][N:8]=2)[CH:2]=[CH:3][CH:4]=[CH:5][CH:6]=1. The yield is 0.420. (6) The product is [NH2:34][C:29]1[N:30]=[CH:31][C:32]([C:9]2[CH:10]=[N:11][N:12]([CH:14]3[CH2:15][CH2:16][N:17]([C:20](=[O:22])[CH3:21])[CH2:18][CH2:19]3)[CH:13]=2)=[C:27]2[CH:26]=[C:25]([Cl:24])[O:35][C:28]=12. The catalyst is O1CCOCC1.O.CCOC(C)=O.[Pd](Cl)Cl.C1(P(C2C=CC=CC=2)[C-]2C=CC=C2)C=CC=CC=1.[C-]1(P(C2C=CC=CC=2)C2C=CC=CC=2)C=CC=C1.[Fe+2]. The reactants are CC1(C)C(C)(C)OB([C:9]2[CH:10]=[N:11][N:12]([CH:14]3[CH2:19][CH2:18][N:17]([C:20](=[O:22])[CH3:21])[CH2:16][CH2:15]3)[CH:13]=2)O1.[Cl:24][C:25]1[O:35][C:28]2=[C:29]([NH2:34])[N:30]=[CH:31][C:32](I)=[C:27]2[CH:26]=1.C(=O)([O-])[O-].[K+].[K+]. The yield is 0.860. (7) The reactants are [H-].[Na+].CN(C)C=O.Cl[C:9]1[N:13]([CH3:14])[C:12]2[CH:15]=[CH:16][CH:17]=[CH:18][C:11]=2[N:10]=1.[OH:19][CH:20]1[CH2:25][CH2:24][N:23]([C:26]([O:28][C:29]([CH3:32])([CH3:31])[CH3:30])=[O:27])[CH2:22][CH2:21]1. The catalyst is O. The product is [CH3:14][N:13]1[C:12]2[CH:15]=[CH:16][CH:17]=[CH:18][C:11]=2[N:10]=[C:9]1[O:19][CH:20]1[CH2:21][CH2:22][N:23]([C:26]([O:28][C:29]([CH3:32])([CH3:31])[CH3:30])=[O:27])[CH2:24][CH2:25]1. The yield is 0.830. (8) The reactants are [Cl:1][C:2]1[CH:3]=[C:4]2[C:9](=[C:10]([Cl:12])[CH:11]=1)[CH:8]=[N:7][C:6]([N:13]=[C:14]=S)=[CH:5]2.C(=O)([O-])[O-].[Cs+].[Cs+].Cl.Cl.[NH2:24][CH2:25][C@@:26]1([OH:34])[CH:31]2[CH2:32][CH2:33][N:28]([CH2:29][CH2:30]2)[CH2:27]1.C(N=C=NC(C)C)(C)C. The catalyst is CN(C=O)C. The product is [Cl:1][C:2]1[CH:3]=[C:4]2[C:9](=[C:10]([Cl:12])[CH:11]=1)[CH:8]=[N:7][C:6]([NH:13][C:14]1[O:34][C@:26]3([CH2:25][N:24]=1)[CH:31]1[CH2:32][CH2:33][N:28]([CH2:29][CH2:30]1)[CH2:27]3)=[CH:5]2. The yield is 0.366. (9) The reactants are Cl[C:2]1[CH:7]=[CH:6][C:5]([N+:8]([O-:10])=[O:9])=[CH:4][N:3]=1.[CH3:11][N:12]1[CH2:18][CH2:17][CH2:16][NH:15][CH2:14][CH2:13]1.CCN(C(C)C)C(C)C. The catalyst is C(#N)C. The product is [CH3:11][N:12]1[CH2:18][CH2:17][CH2:16][N:15]([C:2]2[CH:7]=[CH:6][C:5]([N+:8]([O-:10])=[O:9])=[CH:4][N:3]=2)[CH2:14][CH2:13]1. The yield is 0.950. (10) The reactants are [CH:1]1([N:5]2[CH2:10][CH2:9][CH:8]([O:11][C:12]3[CH:21]=[CH:20][C:19]4[CH2:18][N:17](C(OC(C)(C)C)=O)[CH2:16][CH2:15][C:14]=4[N:13]=3)[CH2:7][CH2:6]2)[CH2:4][CH2:3][CH2:2]1.C(O)(C(F)(F)F)=O.C([O-])(O)=O.[Na+]. The catalyst is C(Cl)Cl. The product is [CH:1]1([N:5]2[CH2:6][CH2:7][CH:8]([O:11][C:12]3[CH:21]=[CH:20][C:19]4[CH2:18][NH:17][CH2:16][CH2:15][C:14]=4[N:13]=3)[CH2:9][CH2:10]2)[CH2:4][CH2:3][CH2:2]1. The yield is 0.900.